This data is from Catalyst prediction with 721,799 reactions and 888 catalyst types from USPTO. The task is: Predict which catalyst facilitates the given reaction. (1) Reactant: [Cl:1][C:2]1[N:3]=[CH:4][C:5]2[NH:11][C:10](=[O:12])[CH:9]([CH3:13])[CH2:8][N:7]([C:14]3[CH:19]=[CH:18][CH:17]=[CH:16][CH:15]=3)[C:6]=2[N:20]=1.I[CH3:22].[H-].[Na+]. Product: [Cl:1][C:2]1[N:3]=[CH:4][C:5]2[N:11]([CH3:22])[C:10](=[O:12])[CH:9]([CH3:13])[CH2:8][N:7]([C:14]3[CH:15]=[CH:16][CH:17]=[CH:18][CH:19]=3)[C:6]=2[N:20]=1. The catalyst class is: 9. (2) Product: [O-:7][C:1]1[CH:6]=[CH:5][CH:4]=[CH:3][CH:2]=1.[Na+:9].[O-:7][C:1]1[CH:6]=[CH:5][CH:4]=[CH:3][CH:2]=1.[K+:11]. The catalyst class is: 159. Reactant: [C:1]1([OH:7])[CH:6]=[CH:5][CH:4]=[CH:3][CH:2]=1.[OH-].[Na+:9].[OH-].[K+:11]. (3) Reactant: CO[C:3](=[O:21])[C:4]1[CH:9]=[C:8]([C:10]2[N:11]([CH:15]([CH3:17])[CH3:16])[N:12]=[CH:13][CH:14]=2)[C:7]([CH2:18][F:19])=[CH:6][C:5]=1[NH2:20].CC[N:24]([CH2:27]C)CC.[CH3:29][S:30]([NH:33]N)(=[O:32])=[O:31].[OH-:35].[Na+]. Product: [F:19][CH2:18][C:7]1[CH:6]=[C:5]2[C:4]([C:3](=[O:21])[N:24]([NH:33][S:30]([CH3:29])(=[O:32])=[O:31])[C:27](=[O:35])[NH:20]2)=[CH:9][C:8]=1[C:10]1[N:11]([CH:15]([CH3:16])[CH3:17])[N:12]=[CH:13][CH:14]=1. The catalyst class is: 2. (4) Reactant: [P:1]([O:13][C:14]1[C:15]2[CH:91]=[CH:90][CH:89]=[CH:88][C:16]=2[C:17]2[C@H:18]([CH2:86][Cl:87])[CH2:19][N:20]([C:23](=[O:85])[CH2:24][CH2:25][CH2:26][C:27]([N:29]3[C:37]4[CH:36]=[C:35]([O:38][CH2:39][C:40]5[CH:45]=[CH:44][C:43]([NH:46][C:47](=[O:78])[C@@H:48]([NH:56][C:57](=[O:77])[C@@H:58]([NH:62][C:63](=[O:76])[CH2:64][CH2:65][CH2:66][CH2:67][CH2:68][N:69]6[C:73](=[O:74])[CH:72]=[CH:71][C:70]6=[O:75])[CH:59]([CH3:61])[CH3:60])[CH2:49][CH2:50][CH2:51][NH:52][C:53]([NH2:55])=[O:54])=[CH:42][CH:41]=5)[C:34]5[CH:79]=[CH:80][CH:81]=[CH:82][C:33]=5[C:32]=4[C@H:31]([CH2:83][Cl:84])[CH2:30]3)=[O:28])[C:21]=2[CH:22]=1)([O:8]C(C)(C)C)([O:3]C(C)(C)C)=[O:2].C(O)(C(F)(F)F)=O. Product: [P:1]([OH:8])([OH:3])([O:13][C:14]1[C:15]2[CH:91]=[CH:90][CH:89]=[CH:88][C:16]=2[C:17]2[C@H:18]([CH2:86][Cl:87])[CH2:19][N:20]([C:23](=[O:85])[CH2:24][CH2:25][CH2:26][C:27]([N:29]3[C:37]4[CH:36]=[C:35]([O:38][CH2:39][C:40]5[CH:41]=[CH:42][C:43]([NH:46][C:47](=[O:78])[C@@H:48]([NH:56][C:57](=[O:77])[C@@H:58]([NH:62][C:63](=[O:76])[CH2:64][CH2:65][CH2:66][CH2:67][CH2:68][N:69]6[C:70](=[O:75])[CH:71]=[CH:72][C:73]6=[O:74])[CH:59]([CH3:61])[CH3:60])[CH2:49][CH2:50][CH2:51][NH:52][C:53]([NH2:55])=[O:54])=[CH:44][CH:45]=5)[C:34]5[CH:79]=[CH:80][CH:81]=[CH:82][C:33]=5[C:32]=4[C@H:31]([CH2:83][Cl:84])[CH2:30]3)=[O:28])[C:21]=2[CH:22]=1)=[O:2]. The catalyst class is: 2. (5) Reactant: [C:1]([N:4]1[C:13]2[C:8](=[CH:9][C:10]([C:14]3[CH2:19][CH2:18][N:17](C(OC(C)(C)C)=O)[CH2:16][CH:15]=3)=[CH:11][CH:12]=2)[C@H:7]([NH:27][C:28]2[N:33]=[CH:32][CH:31]=[CH:30][N:29]=2)[C@@H:6]([CH3:34])[C@@H:5]1[CH2:35][CH3:36])(=[O:3])[CH3:2].C(O)(C(F)(F)F)=O. Product: [CH2:35]([C@H:5]1[C@H:6]([CH3:34])[C@@H:7]([NH:27][C:28]2[N:33]=[CH:32][CH:31]=[CH:30][N:29]=2)[C:8]2[C:13](=[CH:12][CH:11]=[C:10]([C:14]3[CH2:19][CH2:18][NH:17][CH2:16][CH:15]=3)[CH:9]=2)[N:4]1[C:1](=[O:3])[CH3:2])[CH3:36]. The catalyst class is: 4. (6) Reactant: [CH2:1]([N:8]1[C:12]([C:13]2[CH:18]=[CH:17][CH:16]=[CH:15][CH:14]=2)=[CH:11][C:10]([CH2:19][OH:20])=[C:9]1[Cl:21])[C:2]1[CH:7]=[CH:6][CH:5]=[CH:4][CH:3]=1.C[N+]1([O-])CCOCC1. Product: [CH2:1]([N:8]1[C:12]([C:13]2[CH:14]=[CH:15][CH:16]=[CH:17][CH:18]=2)=[CH:11][C:10]([CH:19]=[O:20])=[C:9]1[Cl:21])[C:2]1[CH:3]=[CH:4][CH:5]=[CH:6][CH:7]=1. The catalyst class is: 862. (7) Reactant: Br[C:2]1[C:3]([O:25][CH2:26][CH2:27][CH:28]([CH3:35])[CH2:29][CH2:30][CH2:31][CH:32]([CH3:34])[CH3:33])=[CH:4][C:5]2[N:6]([CH2:15][CH2:16][CH:17]([CH3:24])[CH2:18][CH2:19][CH2:20][CH:21]([CH3:23])[CH3:22])[C:7]3[C:12]([C:13]=2[CH:14]=1)=[CH:11][CH:10]=[CH:9][CH:8]=3.C([Li])CCC.C(O[B:45]1[O:49][C:48]([CH3:51])([CH3:50])[C:47]([CH3:53])([CH3:52])[O:46]1)(C)C. Product: [CH3:24][CH:17]([CH2:18][CH2:19][CH2:20][CH:21]([CH3:23])[CH3:22])[CH2:16][CH2:15][N:6]1[C:5]2[CH:4]=[C:3]([O:25][CH2:26][CH2:27][CH:28]([CH3:35])[CH2:29][CH2:30][CH2:31][CH:32]([CH3:33])[CH3:34])[C:2]([B:45]3[O:46][C:47]([CH3:52])([CH3:53])[C:48]([CH3:50])([CH3:51])[O:49]3)=[CH:14][C:13]=2[C:12]2[C:7]1=[CH:8][CH:9]=[CH:10][CH:11]=2. The catalyst class is: 7.